From a dataset of Forward reaction prediction with 1.9M reactions from USPTO patents (1976-2016). Predict the product of the given reaction. (1) Given the reactants [Cl:1][C:2]1[CH:10]=[C:9]2[C:5]([C:6]([CH:13]3[CH2:18][CH2:17][CH2:16][CH2:15][CH2:14]3)(O)[C:7](=[O:11])[NH:8]2)=[CH:4][CH:3]=1.C([SiH](CC)CC)C.FC(F)(F)C(O)=O.C(=O)([O-])[O-].[K+].[K+], predict the reaction product. The product is: [Cl:1][C:2]1[CH:10]=[C:9]2[C:5]([CH:6]([CH:13]3[CH2:18][CH2:17][CH2:16][CH2:15][CH2:14]3)[C:7](=[O:11])[NH:8]2)=[CH:4][CH:3]=1. (2) Given the reactants [OH2:1].[OH:2][CH2:3][CH:4]([CH2:6][OH:7])O, predict the reaction product. The product is: [CH:3]([CH:4]=[CH2:6])=[O:2].[C:6]([OH:7])(=[O:1])[CH:4]=[CH2:3]. (3) The product is: [C:25]([O:29][C:30]([N:32]1[CH2:37][CH2:36][CH:35]([CH2:38][NH:39][C:20]([C:18]2[CH:17]=[CH:16][C:13]3[N:14]([CH3:15])[C:10]([NH:9][C:7]4[S:8][C:4]5[CH:3]=[C:2]([Cl:1])[CH:24]=[CH:23][C:5]=5[N:6]=4)=[N:11][C:12]=3[CH:19]=2)=[O:21])[CH2:34][CH2:33]1)=[O:31])([CH3:28])([CH3:27])[CH3:26]. Given the reactants [Cl:1][C:2]1[CH:24]=[CH:23][C:5]2[N:6]=[C:7]([NH:9][C:10]3[N:14]([CH3:15])[C:13]4[CH:16]=[CH:17][C:18]([C:20](O)=[O:21])=[CH:19][C:12]=4[N:11]=3)[S:8][C:4]=2[CH:3]=1.[C:25]([O:29][C:30]([N:32]1[CH2:37][CH2:36][CH:35]([CH2:38][NH2:39])[CH2:34][CH2:33]1)=[O:31])([CH3:28])([CH3:27])[CH3:26].CN(C(ON1N=NC2C=CC=CC1=2)=[N+](C)C)C.F[P-](F)(F)(F)(F)F.CCN(C(C)C)C(C)C, predict the reaction product.